From a dataset of Reaction yield outcomes from USPTO patents with 853,638 reactions. Predict the reaction yield, written as a fraction of the theoretical maximum amount of product (1.0 means a 100% yield; for example, 0.34 means a 34% yield). (1) The reactants are ClC(Cl)(OC(=O)[O:6][C:7]([Cl:10])(Cl)Cl)Cl.[CH2:13]([N:16]1[CH2:20][CH2:19][NH:18][C:17]1=[O:21])[CH:14]=[CH2:15].CCN(C(C)C)C(C)C. The catalyst is C1COCC1. The product is [CH2:13]([N:16]1[CH2:20][CH2:19][N:18]([C:7]([Cl:10])=[O:6])[C:17]1=[O:21])[CH:14]=[CH2:15]. The yield is 0.980. (2) The reactants are Br[C:2]1[CH:7]=[CH:6][C:5]([N:8]2[CH:12]=[C:11]([C:13]([OH:16])([CH3:15])[CH3:14])[N:10]=[C:9]2[C:17]2[CH:22]=[CH:21][CH:20]=[CH:19][C:18]=2[CH:23]([CH3:25])[CH3:24])=[CH:4][CH:3]=1.[CH3:26][S:27]([C:30]1[CH:31]=[C:32](B(O)O)[CH:33]=[CH:34][CH:35]=1)(=[O:29])=[O:28].C([O-])([O-])=O.[K+].[K+].COCCOC. The catalyst is CCOC(C)=O.Cl[Pd]Cl.C1C=CC(P(C2C=CC=CC=2)[C-]2C=CC=C2)=CC=1.C1C=CC(P(C2C=CC=CC=2)[C-]2C=CC=C2)=CC=1.[Fe+2].O. The product is [CH:23]([C:18]1[CH:19]=[CH:20][CH:21]=[CH:22][C:17]=1[C:9]1[N:8]([C:5]2[CH:6]=[CH:7][C:2]([C:34]3[CH:33]=[CH:32][CH:31]=[C:30]([S:27]([CH3:26])(=[O:29])=[O:28])[CH:35]=3)=[CH:3][CH:4]=2)[CH:12]=[C:11]([C:13]([OH:16])([CH3:15])[CH3:14])[N:10]=1)([CH3:25])[CH3:24]. The yield is 0.860. (3) The reactants are [NH2:1][C:2]1[CH:7]=[CH:6][C:5]([C:8]([CH3:13])([CH2:11][OH:12])[CH2:9][OH:10])=[CH:4][CH:3]=1.Cl[C:15]([O:17][C:18]1[CH:23]=[CH:22][CH:21]=[CH:20][CH:19]=1)=[O:16]. The catalyst is C([O-])(O)=O.[Na+].O.C1COCC1. The product is [OH:10][CH2:9][C:8]([C:5]1[CH:4]=[CH:3][C:2]([NH:1][C:15](=[O:16])[O:17][C:18]2[CH:23]=[CH:22][CH:21]=[CH:20][CH:19]=2)=[CH:7][CH:6]=1)([CH3:13])[CH2:11][OH:12]. The yield is 0.600. (4) The yield is 0.730. The catalyst is CCOC(C)=O.[Pd]. The reactants are [C:1]([C:5]1[CH:9]=[C:8]([NH:10][C:11](=[O:18])[O:12][CH2:13][C:14]([Cl:17])([Cl:16])[Cl:15])[N:7]([C:19]2[CH:24]=[CH:23][CH:22]=[C:21]([N+:25]([O-])=O)[CH:20]=2)[N:6]=1)([CH3:4])([CH3:3])[CH3:2].[CH3:28][C:29](OC(C)=O)=[O:30]. The product is [C:29]([NH:25][C:21]1[CH:20]=[C:19]([N:7]2[C:8]([NH:10][C:11](=[O:18])[O:12][CH2:13][C:14]([Cl:17])([Cl:16])[Cl:15])=[CH:9][C:5]([C:1]([CH3:4])([CH3:3])[CH3:2])=[N:6]2)[CH:24]=[CH:23][CH:22]=1)(=[O:30])[CH3:28]. (5) The reactants are [CH3:1][O:2][C:3]1[CH:8]=[C:7]([O:9][CH3:10])[CH:6]=[CH:5][C:4]=1[C:11](=O)[CH2:12][C:13]([O:15][CH3:16])=[O:14].Cl.[CH3:19][O:20][C:21](=[O:24])[CH2:22][NH2:23].[C:25](O)(=O)C.C(N(CC)CC)C. The catalyst is CCO. The product is [CH3:1][O:2][C:3]1[CH:8]=[C:7]([O:9][CH3:10])[CH:6]=[CH:5][C:4]=1/[C:11](/[NH:23][CH2:22][C:21]([O:20][CH2:19][CH3:25])=[O:24])=[CH:12]/[C:13]([O:15][CH3:16])=[O:14]. The yield is 0.690. (6) The reactants are CN(C)C=O.[C:6]([Cl:11])(=O)[C:7](Cl)=O.[Br:12][C:13]1[C:17]2[N:18]=[CH:19][NH:20]C(=O)C=2[S:15][CH:14]=1.O. The catalyst is ClCCl. The product is [Br:12][C:13]1[C:17]2[N:18]=[CH:19][N:20]=[C:6]([Cl:11])[C:7]=2[S:15][CH:14]=1. The yield is 0.850. (7) The reactants are [Na].C([O:4][C:5]([CH:7]1[C:12](=O)[CH2:11][CH2:10][N:9]([C:14]([O:16][CH2:17][C:18]2[CH:23]=[CH:22][CH:21]=[CH:20][CH:19]=2)=[O:15])[CH2:8]1)=O)C.S(O)(O)(=O)=O.[CH3:29][S:30][C:31](=[NH:33])[NH2:32]. The catalyst is CO. The product is [CH2:17]([O:16][C:14]([N:9]1[CH2:10][CH2:11][C:12]2[N:32]=[C:31]([S:30][CH3:29])[N:33]=[C:5]([OH:4])[C:7]=2[CH2:8]1)=[O:15])[C:18]1[CH:23]=[CH:22][CH:21]=[CH:20][CH:19]=1. The yield is 0.640. (8) The reactants are [Br:1][C:2]1[CH:3]=[C:4]2[C:9](=[CH:10][CH:11]=1)[C:7](=[O:8])[O:6][CH2:5]2.[F:12][C:13]1[CH:18]=[CH:17][C:16]([OH:19])=[CH:15][CH:14]=1.CO.C[O-].[Na+].Cl. The catalyst is CN(C=O)C. The product is [Br:1][C:2]1[CH:11]=[CH:10][C:9]([C:7]([OH:6])=[O:8])=[C:4]([CH2:5][O:19][C:16]2[CH:17]=[CH:18][C:13]([F:12])=[CH:14][CH:15]=2)[CH:3]=1. The yield is 0.360.